Dataset: Full USPTO retrosynthesis dataset with 1.9M reactions from patents (1976-2016). Task: Predict the reactants needed to synthesize the given product. (1) Given the product [O:12]=[C:9]1[CH2:10][CH2:11][N:6]([C:1]([O:3][CH2:4][CH3:5])=[O:2])[CH2:17][CH2:7][CH:8]1[C:27]([O:29][CH2:30][CH3:31])=[O:28], predict the reactants needed to synthesize it. The reactants are: [C:1]([N:6]1[CH2:11][CH2:10][C:9](=[O:12])[CH2:8][CH2:7]1)([O:3][CH2:4][CH3:5])=[O:2].B(F)(F)F.[CH3:17]COCC.[N+]([C:27]([O:29][CH2:30][CH3:31])=[O:28])(C([O-])=O)=[N-]. (2) Given the product [F:16][C:13]1[CH:14]=[CH:15][C:10]([CH:9]2[NH:26][C:24]([O:23][CH3:22])=[N:25][C:1]([CH3:2])=[C:4]2[C:5]([O:7][CH3:8])=[O:6])=[CH:11][CH:12]=1, predict the reactants needed to synthesize it. The reactants are: [C:1](/[C:4](=[CH:9]/[C:10]1[CH:15]=[CH:14][C:13]([F:16])=[CH:12][CH:11]=1)/[C:5]([O:7][CH3:8])=[O:6])(=O)[CH3:2].S(O)(O)(=O)=O.[CH3:22][O:23][C:24](=[NH:26])[NH2:25].C([O-])(O)=O.[Na+].